This data is from P-glycoprotein inhibition data for predicting drug efflux from Broccatelli et al.. The task is: Regression/Classification. Given a drug SMILES string, predict its absorption, distribution, metabolism, or excretion properties. Task type varies by dataset: regression for continuous measurements (e.g., permeability, clearance, half-life) or binary classification for categorical outcomes (e.g., BBB penetration, CYP inhibition). Dataset: pgp_broccatelli. (1) The compound is CN(CCc1ccc(NC(=O)c2ccccc2NC(=O)c2cnc3ccccc3c2)cc1)Cc1ccc(F)c(F)c1. The result is 1 (inhibitor). (2) The drug is ClC(Cl)=C(c1ccc(Cl)cc1)c1ccc(Cl)cc1. The result is 0 (non-inhibitor). (3) The drug is CCCCNC[C@@H](O)Cn1c(C)c(C(=O)CCc2ccccc2)c(=O)n1-c1ccccc1. The result is 1 (inhibitor).